This data is from Full USPTO retrosynthesis dataset with 1.9M reactions from patents (1976-2016). The task is: Predict the reactants needed to synthesize the given product. (1) Given the product [CH2:1]([N:5]([C:12]1[C:11]([C:15]([NH:17][C:18]2[C:19]([Cl:25])=[CH:20][CH:21]=[CH:22][C:23]=2[Cl:24])=[O:16])=[CH:10][N:9]=[C:8]([Cl:7])[N:13]=1)[NH2:6])[CH2:2][CH:3]=[CH2:4], predict the reactants needed to synthesize it. The reactants are: [CH2:1]([NH:5][NH2:6])[CH2:2][CH:3]=[CH2:4].[Cl:7][C:8]1[N:13]=[C:12](Cl)[C:11]([C:15]([NH:17][C:18]2[C:23]([Cl:24])=[CH:22][CH:21]=[CH:20][C:19]=2[Cl:25])=[O:16])=[CH:10][N:9]=1.C(N(CC)CC)C. (2) Given the product [F:25][C:26]1[CH:31]=[CH:30][C:29]([O:32][C:2]2[CH:20]=[CH:19][C:18]([C:21]([F:24])([F:23])[F:22])=[CH:17][C:3]=2[C:4]([NH:6][C:7]2[CH:12]=[CH:11][CH:10]=[C:9]([S:13](=[O:16])(=[O:15])[NH2:14])[CH:8]=2)=[O:5])=[C:28]([CH3:33])[CH:27]=1, predict the reactants needed to synthesize it. The reactants are: F[C:2]1[CH:20]=[CH:19][C:18]([C:21]([F:24])([F:23])[F:22])=[CH:17][C:3]=1[C:4]([NH:6][C:7]1[CH:12]=[CH:11][CH:10]=[C:9]([S:13](=[O:16])(=[O:15])[NH2:14])[CH:8]=1)=[O:5].[F:25][C:26]1[CH:31]=[CH:30][C:29]([OH:32])=[C:28]([CH3:33])[CH:27]=1.C(=O)([O-])[O-].[Cs+].[Cs+].Cl.